This data is from Peptide-MHC class I binding affinity with 185,985 pairs from IEDB/IMGT. The task is: Regression. Given a peptide amino acid sequence and an MHC pseudo amino acid sequence, predict their binding affinity value. This is MHC class I binding data. The peptide sequence is NPGTYVYFY. The MHC is HLA-A24:02 with pseudo-sequence HLA-A24:02. The binding affinity (normalized) is 0.